Task: Predict the product of the given reaction.. Dataset: Forward reaction prediction with 1.9M reactions from USPTO patents (1976-2016) (1) The product is: [N:26]1[CH:27]=[CH:28][C:23]([CH2:22][NH:16][C:13]2[CH:14]=[CH:15][C:9]3[O:8][C:7]([C:4]4[CH:3]=[CH:2][C:1]([CH3:17])=[CH:6][CH:5]=4)=[N:11][C:10]=3[CH:12]=2)=[CH:24][CH:25]=1. Given the reactants [C:1]1([CH3:17])[CH:6]=[CH:5][C:4]([C:7]2[O:8][C:9]3[CH:15]=[CH:14][C:13]([NH2:16])=[CH:12][C:10]=3[N:11]=2)=[CH:3][CH:2]=1.C(O)(=O)C.[CH:22](=O)[C:23]1[CH:28]=[CH:27][N:26]=[CH:25][CH:24]=1.C(O[BH-](OC(=O)C)OC(=O)C)(=O)C.[Na+], predict the reaction product. (2) Given the reactants [Cl:1][C:2]1[N:7]=[C:6]([C:8]([O-:10])=O)[CH:5]=[CH:4][CH:3]=1.[K+].O=[C:13]1N([ClH]P([ClH]N2CCOC2=O)=O)CCO1.[NH2:28][C:29]1[C:38]([CH3:39])=[CH:37][C:32]([C:33]([O:35][CH3:36])=[O:34])=[CH:31][C:30]=1[CH3:40].C(N(C(C)C)CC)(C)C, predict the reaction product. The product is: [Cl:1][C:2]1[N:7]=[C:6]([C:8]([NH:28][C:29]2[C:30]([CH3:40])=[CH:31][C:32]([C:33]([O:35][CH3:36])=[O:34])=[CH:37][C:38]=2[CH3:39])=[O:10])[C:5]([CH3:13])=[CH:4][CH:3]=1. (3) Given the reactants [H-].[Na+].[C:3]([C:5]1[CH:10]=[CH:9][C:8]([OH:11])=[CH:7][CH:6]=1)#[N:4].[H][H].F[C:15]1[CH:20]=[CH:19][C:18]([N+:21]([O-:23])=[O:22])=[CH:17][CH:16]=1, predict the reaction product. The product is: [N+:21]([C:18]1[CH:19]=[CH:20][C:15]([O:11][C:8]2[CH:9]=[CH:10][C:5]([C:3]#[N:4])=[CH:6][CH:7]=2)=[CH:16][CH:17]=1)([O-:23])=[O:22]. (4) Given the reactants [NH2:1][C:2]1[N:7]=[C:6](Cl)[C:5]([CH2:9][C:10]([O:12]CC)=O)=[C:4]([C:15]([F:18])([F:17])[F:16])[N:3]=1.[CH3:19][O:20][C:21]1[C:26]([CH3:27])=[CH:25][N:24]=[C:23]([CH2:28][NH2:29])[C:22]=1[CH3:30].CCN(C(C)C)C(C)C, predict the reaction product. The product is: [NH2:1][C:2]1[N:3]=[C:4]([C:15]([F:16])([F:17])[F:18])[C:5]2[CH2:9][C:10](=[O:12])[N:29]([CH2:28][C:23]3[C:22]([CH3:30])=[C:21]([O:20][CH3:19])[C:26]([CH3:27])=[CH:25][N:24]=3)[C:6]=2[N:7]=1.